This data is from Reaction yield outcomes from USPTO patents with 853,638 reactions. The task is: Predict the reaction yield, written as a fraction of the theoretical maximum amount of product (1.0 means a 100% yield; for example, 0.34 means a 34% yield). (1) The reactants are C([O:3][C:4](=O)[CH:5]([CH:11]1[CH2:16][CH2:15][N:14]([C:17]([O:19][C:20]([CH3:23])([CH3:22])[CH3:21])=[O:18])[CH2:13][CH2:12]1)[C:6](OCC)=[O:7])C.[Li+].[BH4-].Cl. The catalyst is C1COCC1.C1(C)C=CC=CC=1. The product is [C:20]([O:19][C:17]([N:14]1[CH2:15][CH2:16][CH:11]([CH:5]([CH2:4][OH:3])[CH2:6][OH:7])[CH2:12][CH2:13]1)=[O:18])([CH3:23])([CH3:22])[CH3:21]. The yield is 0.630. (2) The reactants are [OH:1][C:2]1[CH:12]=[CH:11][C:5]([C:6]([O:8][CH2:9][CH3:10])=[O:7])=[CH:4][CH:3]=1.O[CH:14]1[CH2:17][N:16](C(OC(C)(C)C)=O)[CH2:15]1.C1C=CC(P(C2C=CC=CC=2)C2C=CC=CC=2)=CC=1.CC(OC(/N=N/C(OC(C)C)=O)=O)C. The catalyst is C1(C)C=CC=CC=1. The product is [NH:16]1[CH2:17][CH:14]([O:1][C:2]2[CH:3]=[CH:4][C:5]([C:6]([O:8][CH2:9][CH3:10])=[O:7])=[CH:11][CH:12]=2)[CH2:15]1. The yield is 0.490. (3) The reactants are [CH3:1][C:2]1[CH:18]=[CH:17][C:5]([C:6]([C:8]2[CH:13]=[CH:12][C:11]([N+:14]([O-:16])=[O:15])=[CH:10][CH:9]=2)=[O:7])=[CH:4][CH:3]=1.[Br:19]N1C(=O)CCC1=O. The catalyst is C(Cl)(Cl)(Cl)Cl.C(OOC(=O)C1C=CC=CC=1)(=O)C1C=CC=CC=1. The product is [Br:19][CH2:1][C:2]1[CH:3]=[CH:4][C:5]([C:6]([C:8]2[CH:13]=[CH:12][C:11]([N+:14]([O-:16])=[O:15])=[CH:10][CH:9]=2)=[O:7])=[CH:17][CH:18]=1. The yield is 0.810. (4) The reactants are [NH:1]1[C:9]2[C:4](=[CH:5][CH:6]=[CH:7][CH:8]=2)[C:3](/[CH:10]=[CH:11]/[C:12]2[CH:17]=[CH:16][CH:15]=[CH:14][C:13]=2[NH:18][C:19]([C:21]2[S:22][CH:23]=[CH:24][CH:25]=2)=[O:20])=[N:2]1.C([Li])CCC.C[CH:32]([OH:34])C.[Cl-].[NH4+].C1C[O:40]CC1. No catalyst specified. The product is [NH:1]1[C:9]2[C:4](=[CH:5][CH:6]=[CH:7][CH:8]=2)[C:3](/[CH:10]=[CH:11]/[C:12]2[CH:17]=[CH:16][CH:15]=[CH:14][C:13]=2[NH:18][C:19]([C:21]2[S:22][CH:23]=[CH:24][C:25]=2[C:32]([OH:34])=[O:40])=[O:20])=[N:2]1. The yield is 0.440. (5) The reactants are [CH2:1]([OH:4])[CH2:2][OH:3].C[Si]([N-][Si](C)(C)C)(C)C.[Na+].[Cl:15][C:16]1[N:21]=[C:20](S(C)(=O)=O)[CH:19]=[CH:18][N:17]=1. The catalyst is O1CCCC1. The product is [Cl:15][C:16]1[N:21]=[C:20]([O:3][CH2:2][CH2:1][OH:4])[CH:19]=[CH:18][N:17]=1. The yield is 0.610. (6) The product is [C:12]([N:10]1[CH2:11][C:8]([CH2:20][OH:21])([C:6]([OH:7])=[O:5])[CH2:9]1)(=[O:19])[C:13]1[CH:18]=[CH:17][CH:16]=[CH:15][CH:14]=1. The yield is 0.340. The reactants are [OH-].[Na+].C([O:5][C:6]([C:8]1([CH2:20][OH:21])[CH2:11][N:10]([C:12](=[O:19])[C:13]2[CH:18]=[CH:17][CH:16]=[CH:15][CH:14]=2)[CH2:9]1)=[O:7])C. The catalyst is CO.